The task is: Regression. Given two drug SMILES strings and cell line genomic features, predict the synergy score measuring deviation from expected non-interaction effect.. This data is from NCI-60 drug combinations with 297,098 pairs across 59 cell lines. Drug 1: C1=NC2=C(N1)C(=S)N=CN2. Drug 2: CCC1(C2=C(COC1=O)C(=O)N3CC4=CC5=C(C=CC(=C5CN(C)C)O)N=C4C3=C2)O.Cl. Cell line: HOP-62. Synergy scores: CSS=70.1, Synergy_ZIP=0.0756, Synergy_Bliss=-0.134, Synergy_Loewe=-0.0347, Synergy_HSA=1.88.